Task: Predict the reaction yield, written as a fraction of the theoretical maximum amount of product (1.0 means a 100% yield; for example, 0.34 means a 34% yield).. Dataset: Reaction yield outcomes from USPTO patents with 853,638 reactions The reactants are FC(F)(F)S(O[C:7]1[C:12]([C:13]([N:15]2[CH2:20][CH2:19][CH:18]([C:21]3[CH:26]=[CH:25][C:24]([F:27])=[CH:23][CH:22]=3)[CH2:17][CH2:16]2)=[O:14])=[CH:11][N:10]([O:28][CH2:29][C:30]2[CH:35]=[CH:34][CH:33]=[CH:32][CH:31]=2)[C:9](=[O:36])[C:8]=1[CH3:37])(=O)=O.[CH3:40][C:41]1[CH:42]=[C:43]([CH:45]=[CH:46][CH:47]=1)[NH2:44]. No catalyst specified. The product is [CH2:29]([O:28][N:10]1[CH:11]=[C:12]([C:13]([N:15]2[CH2:20][CH2:19][CH:18]([C:21]3[CH:26]=[CH:25][C:24]([F:27])=[CH:23][CH:22]=3)[CH2:17][CH2:16]2)=[O:14])[C:7]([NH:44][C:43]2[CH:42]=[C:41]([CH3:40])[CH:47]=[CH:46][CH:45]=2)=[C:8]([CH3:37])[C:9]1=[O:36])[C:30]1[CH:31]=[CH:32][CH:33]=[CH:34][CH:35]=1. The yield is 0.130.